This data is from Forward reaction prediction with 1.9M reactions from USPTO patents (1976-2016). The task is: Predict the product of the given reaction. (1) Given the reactants [CH3:16][C:11]1([CH3:17])[C:12]([CH3:15])([CH3:14])[O:13][B:9]([B:9]2[O:13][C:12]([CH3:15])([CH3:14])[C:11]([CH3:17])([CH3:16])[O:10]2)[O:10]1.[F:19][CH:20]([F:29])[C:21]1[CH:22]=[C:23]([CH:26]=[CH:27][CH:28]=1)[C:24]#[N:25], predict the reaction product. The product is: [F:19][CH:20]([F:29])[C:21]1[CH:22]=[C:23]([CH:26]=[C:27]([B:9]2[O:10][C:11]([CH3:16])([CH3:17])[C:12]([CH3:14])([CH3:15])[O:13]2)[CH:28]=1)[C:24]#[N:25]. (2) Given the reactants Br(O)(=O)=O.[O:5]1[CH2:10][CH2:9][N:8]([C:11]([NH2:13])=[NH:12])[CH2:7][CH2:6]1.[CH3:14][O:15][C:16]1[CH:17]=[C:18]([CH:28]=[CH:29][CH:30]=1)[C:19]([CH:21]1[CH2:26][CH:25]=C[O:23][C:22]1=O)=O.CC(C)([O-:34])C.[Na+], predict the reaction product. The product is: [OH:34][CH2:25][CH2:26][C:21]1[C:22]([OH:23])=[N:12][C:11]([N:8]2[CH2:9][CH2:10][O:5][CH2:6][CH2:7]2)=[N:13][C:19]=1[C:18]1[CH:28]=[CH:29][CH:30]=[C:16]([O:15][CH3:14])[CH:17]=1. (3) Given the reactants Cl[CH2:2][CH2:3][CH2:4][S:5]([N:8]1[CH2:13][CH2:12][CH2:11][CH2:10][CH:9]1[C:14]([O:16][CH2:17][CH3:18])=[O:15])(=[O:7])=[O:6].[OH:19][C:20]1[CH:21]=[C:22]([CH:25]=[CH:26][CH:27]=1)[C:23]#[N:24].C(=O)([O-])[O-].[K+].[K+].[I-].[Na+], predict the reaction product. The product is: [C:23]([C:22]1[CH:21]=[C:20]([O:19][CH2:2][CH2:3][CH2:4][S:5]([N:8]2[CH2:13][CH2:12][CH2:11][CH2:10][CH:9]2[C:14]([O:16][CH2:17][CH3:18])=[O:15])(=[O:7])=[O:6])[CH:27]=[CH:26][CH:25]=1)#[N:24]. (4) Given the reactants [CH2:1]([C@@:4]1([C:20]2[CH:25]=[CH:24][C:23]([F:26])=[CH:22][CH:21]=2)[O:9][C:8](=[O:10])[N:7]([C@H:11]([C:13]2[CH:18]=[CH:17][C:16](Br)=[CH:15][CH:14]=2)[CH3:12])[CH2:6][CH2:5]1)[CH:2]=[CH2:3].[B:27]1([B:27]2[O:31][C:30]([CH3:33])([CH3:32])[C:29]([CH3:35])([CH3:34])[O:28]2)[O:31][C:30]([CH3:33])([CH3:32])[C:29]([CH3:35])([CH3:34])[O:28]1.CC([O-])=O.[K+], predict the reaction product. The product is: [CH2:1]([C@@:4]1([C:20]2[CH:25]=[CH:24][C:23]([F:26])=[CH:22][CH:21]=2)[O:9][C:8](=[O:10])[N:7]([C@H:11]([C:13]2[CH:18]=[CH:17][C:16]([B:27]3[O:31][C:30]([CH3:33])([CH3:32])[C:29]([CH3:35])([CH3:34])[O:28]3)=[CH:15][CH:14]=2)[CH3:12])[CH2:6][CH2:5]1)[CH:2]=[CH2:3]. (5) Given the reactants [Cl:1][C:2]1[CH:3]=[C:4]2[N:19]=[C:18]([O:20][C@@H:21]3[CH2:25][O:24][C@@H:23]4[C@H:26]([OH:29])[CH2:27][O:28][C@H:22]34)[N:17]([CH2:30][O:31][CH2:32][CH2:33][Si:34]([CH3:37])([CH3:36])[CH3:35])[C:5]2=[N:6][C:7]=1[C:8]1[CH:16]=[CH:15][C:11]([C:12](O)=[O:13])=[CH:10][CH:9]=1.[O:38]=[S:39]1(=[NH:45])[CH2:44][CH2:43][CH2:42][CH2:41][CH2:40]1, predict the reaction product. The product is: [Cl:1][C:2]1[CH:3]=[C:4]2[N:19]=[C:18]([O:20][C@@H:21]3[CH2:25][O:24][C@@H:23]4[C@H:26]([OH:29])[CH2:27][O:28][C@H:22]34)[N:17]([CH2:30][O:31][CH2:32][CH2:33][Si:34]([CH3:37])([CH3:36])[CH3:35])[C:5]2=[N:6][C:7]=1[C:8]1[CH:9]=[CH:10][C:11]([C:12]([N:45]=[S:39]2(=[O:38])[CH2:44][CH2:43][CH2:42][CH2:41][CH2:40]2)=[O:13])=[CH:15][CH:16]=1.